This data is from Forward reaction prediction with 1.9M reactions from USPTO patents (1976-2016). The task is: Predict the product of the given reaction. (1) The product is: [ClH:1].[CH2:2]([N:9]1[C:10](=[O:25])[CH:11]2[NH:17][CH:14]([CH2:13][CH2:12]2)[C:15]1=[O:16])[C:3]1[CH:4]=[CH:5][CH:6]=[CH:7][CH:8]=1. Given the reactants [ClH:1].[CH2:2]([N:9]1[C:15](=[O:16])[CH:14]2[N:17](CC3C=CC=CC=3)[CH:11]([CH2:12][CH2:13]2)[C:10]1=[O:25])[C:3]1[CH:8]=[CH:7][CH:6]=[CH:5][CH:4]=1.N#N, predict the reaction product. (2) The product is: [CH2:19]([O:23][C:2]1[CH:10]=[C:9]2[C:5]([CH2:6][C:7]3([CH2:12][CH2:13][C:14](=[O:17])[CH2:15][CH2:16]3)[C:8]2=[O:11])=[CH:4][CH:3]=1)[CH:20]([CH3:21])[CH3:25]. Given the reactants Br[C:2]1[CH:10]=[C:9]2[C:5]([CH2:6][C:7]3([CH2:16][CH2:15][CH:14]([O:17]C)[CH2:13][CH2:12]3)[C:8]2=[O:11])=[CH:4][CH:3]=1.[C:19]([O:23]C)(=O)[CH:20]=[CH2:21].[CH3:25]C(C)([O-])C.[K+].[OH-].[K+], predict the reaction product. (3) Given the reactants [Cl:1][C:2]1[N:6]([CH2:7][C:8]([O:10]C(C)(C)C)=[O:9])[N:5]=[C:4]2[C:15](=O)[C@@H:16]3[CH2:18][C@@H:17]3[C:3]=12.[CH2:20]([SH:23])[CH2:21][SH:22].C(O)(=O)C.B(F)(F)F.CCOCC, predict the reaction product. The product is: [Cl:1][C:2]1[N:6]([CH2:7][C:8]([OH:10])=[O:9])[N:5]=[C:4]2[C:15]3([C@@H:16]4[CH2:18][C@@H:17]4[C:3]=12)[S:23][CH2:20][CH2:21][S:22]3. (4) The product is: [Cl:1][C:2]1[CH:10]=[C:9]([Cl:11])[CH:8]=[CH:7][C:3]=1[C:4]([N:6]=[C:13]=[O:14])=[O:5]. Given the reactants [Cl:1][C:2]1[CH:10]=[C:9]([Cl:11])[CH:8]=[CH:7][C:3]=1[C:4]([NH2:6])=[O:5].C(Cl)(=O)[C:13](Cl)=[O:14], predict the reaction product. (5) Given the reactants [CH3:1][O:2][C:3]1[CH:28]=[CH:27][C:6]([CH2:7][N:8]2[C:12]3=[N:13][CH:14]=[CH:15][C:16]([O:17][C:18]4[CH:23]=[CH:22][C:21]([NH2:24])=[CH:20][C:19]=4[F:25])=[C:11]3[C:10](I)=[N:9]2)=[CH:5][CH:4]=1.[NH2:29][C@@H:30]1[CH2:35][CH2:34][N:33]([C:36]([O:38][C:39]([CH3:42])([CH3:41])[CH3:40])=[O:37])[CH2:32][C@@H:31]1[F:43].N1CCC[C@H]1C(O)=O.C([O-])([O-])=O.[K+].[K+], predict the reaction product. The product is: [CH3:1][O:2][C:3]1[CH:28]=[CH:27][C:6]([CH2:7][N:8]2[C:12]3=[N:13][CH:14]=[CH:15][C:16]([O:17][C:18]4[CH:23]=[CH:22][C:21]([NH2:24])=[CH:20][C:19]=4[F:25])=[C:11]3[C:10]([NH:29][C@H:30]3[CH2:35][CH2:34][N:33]([C:36]([O:38][C:39]([CH3:41])([CH3:40])[CH3:42])=[O:37])[CH2:32][C@H:31]3[F:43])=[N:9]2)=[CH:5][CH:4]=1. (6) Given the reactants [CH:1](=O)[C:2]1[CH:7]=[CH:6][CH:5]=[CH:4][CH:3]=1.[CH3:9][C:10](=[O:14])[CH2:11][CH2:12][CH3:13].[OH-].[Na+], predict the reaction product. The product is: [CH:9]([C:10]([CH2:11][CH2:12][CH3:13])=[O:14])=[CH:1][C:2]1[CH:7]=[CH:6][CH:5]=[CH:4][CH:3]=1. (7) Given the reactants [OH:1][C:2]1[CH:3]=[C:4]2[C:9](=[CH:10][CH:11]=1)[NH:8][C:7](=[O:12])[CH2:6][CH2:5]2.O[CH2:14][CH2:15][CH2:16][CH:17]1[CH2:22][CH2:21][N:20]([C:23]([O:25][C:26]([CH3:29])([CH3:28])[CH3:27])=[O:24])[CH2:19][CH2:18]1.C1C=CC(P(C2C=CC=CC=2)C2C=CC=CC=2)=CC=1.CC(OC(/N=N/C(OC(C)C)=O)=O)C, predict the reaction product. The product is: [C:26]([O:25][C:23]([N:20]1[CH2:21][CH2:22][CH:17]([CH2:16][CH2:15][CH2:14][O:1][C:2]2[CH:3]=[C:4]3[C:9](=[CH:10][CH:11]=2)[NH:8][C:7](=[O:12])[CH2:6][CH2:5]3)[CH2:18][CH2:19]1)=[O:24])([CH3:29])([CH3:28])[CH3:27]. (8) Given the reactants [CH:1]1([C:4]2[NH:5][C:6]3[C:11]([CH:12]=2)=[C:10]([C:13]([F:16])([F:15])[F:14])[C:9]([C:17]#[N:18])=[CH:8][CH:7]=3)[CH2:3][CH2:2]1.Br[CH2:20][C:21]1[O:25][C:24]([C:26]2[CH:31]=[CH:30][CH:29]=[C:28]([C:32]([F:35])([F:34])[F:33])[CH:27]=2)=[N:23][CH:22]=1, predict the reaction product. The product is: [CH:1]1([C:4]2[N:5]([CH2:20][C:21]3[O:25][C:24]([C:26]4[CH:31]=[CH:30][CH:29]=[C:28]([C:32]([F:35])([F:33])[F:34])[CH:27]=4)=[N:23][CH:22]=3)[C:6]3[C:11]([CH:12]=2)=[C:10]([C:13]([F:14])([F:15])[F:16])[C:9]([C:17]#[N:18])=[CH:8][CH:7]=3)[CH2:2][CH2:3]1. (9) Given the reactants [CH:1]1[C:10]2[C:5](=[CH:6][CH:7]=[CH:8][CH:9]=2)[CH:4]=[CH:3][C:2]=1C(O)=O.Cl.[NH2:15]O, predict the reaction product. The product is: [CH:1]1[C:10]2[C:5](=[CH:6][CH:7]=[CH:8][CH:9]=2)[CH:4]=[CH:3][C:2]=1[NH2:15]. (10) Given the reactants Br[C:2]1[CH:3]=[C:4]([NH:11][C:12]2[CH:17]=[CH:16][C:15]([C:18]([N:20]3[CH2:25][CH2:24][O:23][CH2:22][CH2:21]3)=[O:19])=[CH:14][CH:13]=2)[C:5]2[N:6]([CH:8]=[CH:9][N:10]=2)[CH:7]=1.[C:26]([O:29][CH2:30][C:31]1[C:36](B2OC(C)(C)C(C)(C)O2)=[CH:35][CH:34]=[CH:33][C:32]=1[N:46]1[N:55]=[CH:54][C:53]2[C:48](=[C:49]([F:60])[CH:50]=[C:51]([C:56]([CH3:59])([CH3:58])[CH3:57])[CH:52]=2)[C:47]1=[O:61])(=[O:28])[CH3:27].C([O-])([O-])=O.[K+].[K+].CC(C1C=C(C(C)C)C(C2C=CC=CC=2P(C2CCCCC2)C2CCCCC2)=C(C(C)C)C=1)C, predict the reaction product. The product is: [C:56]([C:51]1[CH:52]=[C:53]2[C:48](=[C:49]([F:60])[CH:50]=1)[C:47](=[O:61])[N:46]([C:32]1[CH:33]=[CH:34][CH:35]=[C:36]([C:2]3[CH:3]=[C:4]([NH:11][C:12]4[CH:17]=[CH:16][C:15]([C:18]([N:20]5[CH2:25][CH2:24][O:23][CH2:22][CH2:21]5)=[O:19])=[CH:14][CH:13]=4)[C:5]4[N:6]([CH:8]=[CH:9][N:10]=4)[CH:7]=3)[C:31]=1[CH2:30][O:29][C:26](=[O:28])[CH3:27])[N:55]=[CH:54]2)([CH3:57])([CH3:58])[CH3:59].